This data is from Forward reaction prediction with 1.9M reactions from USPTO patents (1976-2016). The task is: Predict the product of the given reaction. (1) Given the reactants C(OC([N:8]1[CH2:13][CH2:12][CH:11]([N:14]([CH2:17][C:18]2[CH:23]=[CH:22][CH:21]=[C:20]([C:24]3[CH:29]=[CH:28][N:27]=[C:26](Cl)[N:25]=3)[CH:19]=2)[CH2:15][CH3:16])[CH2:10][CH2:9]1)=O)(C)(C)C.[N:31]1[CH:36]=[CH:35][C:34]([CH2:37][CH2:38][NH2:39])=[CH:33][CH:32]=1, predict the reaction product. The product is: [CH2:15]([N:14]([CH2:17][C:18]1[CH:19]=[C:20]([C:24]2[CH:29]=[CH:28][N:27]=[C:26]([NH:39][CH2:38][CH2:37][C:34]3[CH:35]=[CH:36][N:31]=[CH:32][CH:33]=3)[N:25]=2)[CH:21]=[CH:22][CH:23]=1)[CH:11]1[CH2:12][CH2:13][NH:8][CH2:9][CH2:10]1)[CH3:16]. (2) Given the reactants [O:1]1[C:10]2[CH:9]=[CH:8][CH:7]=[C:6]([C:11]([OH:13])=[O:12])[C:5]=2[CH:4]=[CH:3][CH2:2]1, predict the reaction product. The product is: [O:1]1[C:10]2[CH:9]=[CH:8][CH:7]=[C:6]([C:11]([OH:13])=[O:12])[C:5]=2[CH2:4][CH2:3][CH2:2]1. (3) Given the reactants [C:1]([O:5][C:6]([N:8]1[CH2:15][CH2:14][CH:13]2[CH:10]([NH:11][CH2:12]2)[CH2:9]1)=[O:7])([CH3:4])([CH3:3])[CH3:2].[F:16][C:17]1[CH:22]=[CH:21][CH:20]=[CH:19][C:18]=1[C:23]1[N:24]=[C:25]([CH3:31])[S:26][C:27]=1[C:28](O)=[O:29].C(N(C(C)C)CC)(C)C.CN(C(ON1N=NC2C=CC=NC1=2)=[N+](C)C)C.F[P-](F)(F)(F)(F)F, predict the reaction product. The product is: [C:1]([O:5][C:6]([N:8]1[CH2:15][CH2:14][CH:13]2[CH:10]([N:11]([C:28]([C:27]3[S:26][C:25]([CH3:31])=[N:24][C:23]=3[C:18]3[CH:19]=[CH:20][CH:21]=[CH:22][C:17]=3[F:16])=[O:29])[CH2:12]2)[CH2:9]1)=[O:7])([CH3:4])([CH3:2])[CH3:3]. (4) Given the reactants Cl[C:2]1[CH:7]=[C:6]([C:8]([F:11])([F:10])[F:9])[N:5]=[C:4]([C:12]2[CH:17]=[CH:16][CH:15]=[CH:14][N:13]=2)[N:3]=1.[CH2:18]1[O:27][C:26]2[CH:25]=[CH:24][C:22]([NH2:23])=[CH:21][C:20]=2[O:19]1, predict the reaction product. The product is: [CH2:18]1[O:27][C:26]2[CH:25]=[CH:24][C:22]([NH:23][C:2]3[CH:7]=[C:6]([C:8]([F:11])([F:10])[F:9])[N:5]=[C:4]([C:12]4[CH:17]=[CH:16][CH:15]=[CH:14][N:13]=4)[N:3]=3)=[CH:21][C:20]=2[O:19]1.